This data is from Forward reaction prediction with 1.9M reactions from USPTO patents (1976-2016). The task is: Predict the product of the given reaction. (1) Given the reactants Br[CH2:2][C:3]([N:5]1[CH2:10][CH2:9][N:8]([C:11]2[CH:16]=[CH:15][C:14]([C:17]([O:26]COC)([C:22]([F:25])([F:24])[F:23])[C:18]([F:21])([F:20])[F:19])=[CH:13][C:12]=2[CH2:30][CH2:31][CH3:32])[CH2:7][C@@H:6]1[CH3:33])=[O:4].[CH3:34][CH:35]([O:37][C:38]1[CH:39]=[CH:40][C:41]([C:44]2([CH3:51])[NH:48][C:47](=[O:49])[NH:46][C:45]2=[O:50])=[N:42][CH:43]=1)[CH3:36], predict the reaction product. The product is: [F:24][C:22]([F:25])([F:23])[C:17]([C:14]1[CH:15]=[CH:16][C:11]([N:8]2[CH2:9][CH2:10][N:5]([C:3](=[O:4])[CH2:2][N:46]3[C:45](=[O:50])[C:44]([C:41]4[CH:40]=[CH:39][C:38]([O:37][CH:35]([CH3:34])[CH3:36])=[CH:43][N:42]=4)([CH3:51])[NH:48][C:47]3=[O:49])[C@@H:6]([CH3:33])[CH2:7]2)=[C:12]([CH2:30][CH2:31][CH3:32])[CH:13]=1)([OH:26])[C:18]([F:19])([F:21])[F:20]. (2) Given the reactants [CH3:1][N:2]1[C:6](/[CH:7]=[CH:8]/[C:9]([O:11][CH3:12])=[O:10])=[N:5][C:4]([N:13]2[CH2:17][CH2:16][CH2:15][CH2:14]2)=[N:3]1, predict the reaction product. The product is: [CH3:1][N:2]1[C:6]([CH2:7][CH2:8][C:9]([O:11][CH3:12])=[O:10])=[N:5][C:4]([N:13]2[CH2:14][CH2:15][CH2:16][CH2:17]2)=[N:3]1. (3) Given the reactants [C:1]([O:5][C:6]([N:8]1[CH2:13][CH2:12][CH:11]([NH:14][CH:15]2[CH2:20][CH2:19][N:18](CC3C=CC=CC=3)[CH2:17][CH2:16]2)[CH2:10][CH2:9]1)=[O:7])([CH3:4])([CH3:3])[CH3:2], predict the reaction product. The product is: [C:1]([O:5][C:6]([N:8]1[CH2:9][CH2:10][CH:11]([NH:14][CH:15]2[CH2:20][CH2:19][NH:18][CH2:17][CH2:16]2)[CH2:12][CH2:13]1)=[O:7])([CH3:4])([CH3:2])[CH3:3].